Dataset: Peptide-MHC class II binding affinity with 134,281 pairs from IEDB. Task: Regression. Given a peptide amino acid sequence and an MHC pseudo amino acid sequence, predict their binding affinity value. This is MHC class II binding data. (1) The peptide sequence is EQCGRQAGGKLCPNN. The MHC is HLA-DPA10201-DPB11401 with pseudo-sequence HLA-DPA10201-DPB11401. The binding affinity (normalized) is 0. (2) The peptide sequence is VKEIPPRLLYAKSSP. The MHC is HLA-DQA10101-DQB10501 with pseudo-sequence HLA-DQA10101-DQB10501. The binding affinity (normalized) is 0.0522. (3) The peptide sequence is AAVGATPEAKFDSFV. The MHC is DRB1_1201 with pseudo-sequence DRB1_1201. The binding affinity (normalized) is 0.211. (4) The MHC is DRB1_1201 with pseudo-sequence DRB1_1201. The binding affinity (normalized) is 0.394. The peptide sequence is TAKAPGLVPKLDAAY. (5) The peptide sequence is QWHKEGSSIGKLFTQ. The MHC is DRB1_1301 with pseudo-sequence DRB1_1301. The binding affinity (normalized) is 0.